From a dataset of Peptide-MHC class II binding affinity with 134,281 pairs from IEDB. Regression. Given a peptide amino acid sequence and an MHC pseudo amino acid sequence, predict their binding affinity value. This is MHC class II binding data. (1) The MHC is HLA-DPA10201-DPB10101 with pseudo-sequence HLA-DPA10201-DPB10101. The binding affinity (normalized) is 0.895. The peptide sequence is LKKYFAATQFEPLAA. (2) The peptide sequence is IVQKRGIVKENIIDLT. The MHC is DRB1_1501 with pseudo-sequence DRB1_1501. The binding affinity (normalized) is 0.302. (3) The peptide sequence is QISGVDLGLPNWGKY. The MHC is HLA-DPA10201-DPB10501 with pseudo-sequence HLA-DPA10201-DPB10501. The binding affinity (normalized) is 0.238.